Dataset: Reaction yield outcomes from USPTO patents with 853,638 reactions. Task: Predict the reaction yield, written as a fraction of the theoretical maximum amount of product (1.0 means a 100% yield; for example, 0.34 means a 34% yield). (1) The product is [OH:1][C:2]([CH3:34])([CH3:35])[CH2:3][C@@:4]1([C:28]2[CH:29]=[CH:30][CH:31]=[CH:32][CH:33]=2)[O:9][C:8](=[O:10])[N:7]([C@H:11]([C:13]2[CH:14]=[CH:15][C:16]([C:37]3[CH:38]=[CH:39][C:40]([C:43]4([C:47]([NH2:49])=[O:48])[CH2:44][CH2:45][CH2:46]4)=[N:41][CH:42]=3)=[CH:17][CH:18]=2)[CH3:12])[CH2:6][CH2:5]1. The reactants are [OH:1][C:2]([CH3:35])([CH3:34])[CH2:3][C@@:4]1([C:28]2[CH:33]=[CH:32][CH:31]=[CH:30][CH:29]=2)[O:9][C:8](=[O:10])[N:7]([C@H:11]([C:13]2[CH:18]=[CH:17][C:16](B3OC(C)(C)C(C)(C)O3)=[CH:15][CH:14]=2)[CH3:12])[CH2:6][CH2:5]1.Br[C:37]1[CH:38]=[CH:39][C:40]([C:43]2([C:47]([NH2:49])=[O:48])[CH2:46][CH2:45][CH2:44]2)=[N:41][CH:42]=1. No catalyst specified. The yield is 0.410. (2) The reactants are [C:1]([O:5][C:6]([NH:8][CH2:9][C:10]([OH:12])=O)=[O:7])([CH3:4])([CH3:3])[CH3:2].[Cl:13][C:14]1[CH:15]=[C:16]([CH:18]=[CH:19][CH:20]=1)[NH2:17].C1C=CC2N(O)N=NC=2C=1.C(Cl)CCl.CN1CCOCC1. The catalyst is ClCCl. The product is [C:1]([O:5][C:6](=[O:7])[NH:8][CH2:9][C:10](=[O:12])[NH:17][C:16]1[CH:18]=[CH:19][CH:20]=[C:14]([Cl:13])[CH:15]=1)([CH3:2])([CH3:3])[CH3:4]. The yield is 0.860. (3) The reactants are [Br:1][C:2]1[C:3]([C:9](=[O:15])[C:10]([O:12][CH2:13][CH3:14])=[O:11])=[C:4]([CH3:8])[S:5][C:6]=1[CH3:7].[BH4-].[BH4-].[BH4-].[BH4-].[Na+].[Na+].[Na+].[Na+]. The catalyst is O1CCCC1.C(O)C. The product is [Br:1][C:2]1[C:3]([CH:9]([OH:15])[C:10]([O:12][CH2:13][CH3:14])=[O:11])=[C:4]([CH3:8])[S:5][C:6]=1[CH3:7]. The yield is 0.890. (4) The reactants are FC1C=CC=CC=1C(Cl)=O.[CH3:11][O:12][C:13]1[CH:14]=[C:15]([CH:19]=[CH:20][CH:21]=1)[C:16](Cl)=[O:17].[NH2:22][C:23]1[CH:24]=[C:25]([CH:36]=[CH:37][N:38]=1)[C:26]([NH:28][CH2:29][C:30]1[CH:35]=[CH:34][CH:33]=[CH:32][CH:31]=1)=[O:27]. No catalyst specified. The product is [CH2:29]([NH:28][C:26](=[O:27])[C:25]1[CH:36]=[CH:37][N:38]=[C:23]([NH:22][C:16](=[O:17])[C:15]2[CH:19]=[CH:20][CH:21]=[C:13]([O:12][CH3:11])[CH:14]=2)[CH:24]=1)[C:30]1[CH:35]=[CH:34][CH:33]=[CH:32][CH:31]=1. The yield is 0.460.